Task: Predict the reactants needed to synthesize the given product.. Dataset: Full USPTO retrosynthesis dataset with 1.9M reactions from patents (1976-2016) (1) Given the product [Cl:25][C:26]1[CH:27]=[C:28]([C:5]2[CH:6]=[CH:7][C:8]([C:10]3[S:11][CH:12]=[C:13]([C:15]4[CH:20]=[CH:19][C:18]([Cl:21])=[C:17]([Cl:22])[CH:16]=4)[N:14]=3)=[CH:9][C:4]=2[C:3]([OH:2])=[O:24])[CH:29]=[N:30][CH:31]=1, predict the reactants needed to synthesize it. The reactants are: C[O:2][C:3](=[O:24])[C:4]1[CH:9]=[C:8]([C:10]2[S:11][CH:12]=[C:13]([C:15]3[CH:20]=[CH:19][C:18]([Cl:21])=[C:17]([Cl:22])[CH:16]=3)[N:14]=2)[CH:7]=[CH:6][C:5]=1Br.[Cl:25][C:26]1[CH:27]=[C:28](B(O)O)[CH:29]=[N:30][CH:31]=1. (2) Given the product [Cl:40][C:31]1[CH:32]=[CH:33][CH:34]=[C:35]([C:36]([F:38])([F:37])[F:39])[C:30]=1[C:29]([N:15]1[C:12]2=[CH:13][N:14]=[C:9]([NH:8][CH3:6])[CH:10]=[C:11]2[C:17]([C:18]2[CH:27]=[CH:26][C:21]([C:22]([O:24][CH3:25])=[O:23])=[CH:20][C:19]=2[F:28])=[CH:16]1)=[O:41], predict the reactants needed to synthesize it. The reactants are: C(O[C:6]([N:8](C)[C:9]1[CH:10]=[C:11]2[C:17]([C:18]3[CH:27]=[CH:26][C:21]([C:22]([O:24][CH3:25])=[O:23])=[CH:20][C:19]=3[F:28])=[CH:16][N:15]([C:29](=[O:41])[C:30]3[C:35]([C:36]([F:39])([F:38])[F:37])=[CH:34][CH:33]=[CH:32][C:31]=3[Cl:40])[C:12]2=[CH:13][N:14]=1)=O)(C)(C)C.C(O)(C(F)(F)F)=O.